This data is from Forward reaction prediction with 1.9M reactions from USPTO patents (1976-2016). The task is: Predict the product of the given reaction. (1) Given the reactants [C:1]1([C:9]2[CH:14]=[CH:13][CH:12]=[CH:11][CH:10]=2)[CH:6]=[CH:5][C:4]([CH:7]=O)=[CH:3][CH:2]=1.[CH:15]1[C:24]2[C:19](=[CH:20][CH:21]=[CH:22][CH:23]=2)[CH:18]=[CH:17][C:16]=1[C:25](=[O:27])[CH3:26], predict the reaction product. The product is: [C:1]1([C:9]2[CH:14]=[CH:13][CH:12]=[CH:11][CH:10]=2)[CH:6]=[CH:5][C:4]([CH:7]=[CH:26][C:25]([C:16]2[CH:17]=[CH:18][C:19]3[C:24](=[CH:23][CH:22]=[CH:21][CH:20]=3)[CH:15]=2)=[O:27])=[CH:3][CH:2]=1. (2) The product is: [NH2:3][C:4]1[CH:24]=[CH:23][C:7]([C:8]([C:10]2[N:14]3[CH:15]=[CH:16][CH:17]=[CH:18][C:13]3=[C:12]([C:19]([OH:21])=[O:20])[N:11]=2)=[O:9])=[CH:6][C:5]=1[O:25][CH3:26]. Given the reactants [OH-].[Na+].[NH2:3][C:4]1[CH:24]=[CH:23][C:7]([C:8]([C:10]2[N:14]3[CH:15]=[CH:16][CH:17]=[CH:18][C:13]3=[C:12]([C:19]([O:21]C)=[O:20])[N:11]=2)=[O:9])=[CH:6][C:5]=1[O:25][CH3:26].O1CCOCC1.S([O-])(O)(=O)=O.[K+], predict the reaction product. (3) Given the reactants Br[C:2]1[N:3]([CH2:21][C:22]([N:24]([CH3:26])[CH3:25])=[O:23])[C:4]2[C:9]([C:10]=1[CH:11]1[CH2:16][CH2:15][CH2:14][CH2:13][CH2:12]1)=[CH:8][CH:7]=[C:6]([C:17]([O:19]C)=[O:18])[CH:5]=2.[F:27][C:28]1[CH:33]=[CH:32][CH:31]=[CH:30][C:29]=1B(O)O, predict the reaction product. The product is: [CH:11]1([C:10]2[C:9]3[C:4](=[CH:5][C:6]([C:17]([OH:19])=[O:18])=[CH:7][CH:8]=3)[N:3]([CH2:21][C:22]([N:24]([CH3:26])[CH3:25])=[O:23])[C:2]=2[C:29]2[CH:30]=[CH:31][CH:32]=[CH:33][C:28]=2[F:27])[CH2:16][CH2:15][CH2:14][CH2:13][CH2:12]1. (4) Given the reactants [C:1]([O:4][C@H:5]1[C@@H:18]([O:19][C:20](=[O:22])[CH3:21])[C@H:17]([O:23][C:24](=[O:26])[CH3:25])[C@@H:16]([CH2:27][O:28][C:29](=[O:31])[CH3:30])[O:15][C@@H:6]1[O:7][C:8]1[CH:13]=[CH:12][C:11]([I:14])=[CH:10][CH:9]=1)(=[O:3])[CH3:2].[Cl:32]C(Cl)(Cl)C(=N)O[C@H]1O[C@H](COC(=O)C)[C@@H](OC(=O)C)[C@H](OC(=O)C)[C@@H]1OC(=O)C.ClC1C=C(I)C=CC=1O.[Si](OS(C(F)(F)F)(=O)=O)(C)(C)C, predict the reaction product. The product is: [C:1]([O:4][C@H:5]1[C@@H:18]([O:19][C:20](=[O:22])[CH3:21])[C@H:17]([O:23][C:24](=[O:26])[CH3:25])[C@@H:16]([CH2:27][O:28][C:29](=[O:31])[CH3:30])[O:15][C@@H:6]1[O:7][C:8]1[CH:13]=[CH:12][C:11]([I:14])=[CH:10][C:9]=1[Cl:32])(=[O:3])[CH3:2]. (5) Given the reactants [Cl:1][C:2]1[C:3]([CH3:26])=[N:4][C:5]2[N:6]([N:9]=[C:10]3[CH2:14][N:13]([C:15]([C:17]4[CH:22]=[CH:21][CH:20]=[CH:19][C:18]=4[CH:23](Cl)[CH3:24])=[O:16])[CH2:12][C:11]=23)[C:7]=1[CH3:8].[CH3:27][N:28]1[CH2:33][CH2:32][NH:31][CH2:30][CH2:29]1.C(=O)([O-])[O-].[K+].[K+], predict the reaction product. The product is: [Cl:1][C:2]1[C:3]([CH3:26])=[N:4][C:5]2[N:6]([N:9]=[C:10]3[CH2:14][N:13]([C:15]([C:17]4[CH:22]=[CH:21][CH:20]=[CH:19][C:18]=4[CH:23]([N:31]4[CH2:32][CH2:33][N:28]([CH3:27])[CH2:29][CH2:30]4)[CH3:24])=[O:16])[CH2:12][C:11]=23)[C:7]=1[CH3:8].